From a dataset of Full USPTO retrosynthesis dataset with 1.9M reactions from patents (1976-2016). Predict the reactants needed to synthesize the given product. (1) The reactants are: CO[C:3](=[O:34])[C@@H:4]([NH:26][CH2:27][C:28]1[CH:33]=[CH:32][CH:31]=[CH:30][CH:29]=1)[CH2:5][S:6][C:7]([C:20]1[CH:25]=[CH:24][CH:23]=[CH:22][CH:21]=1)([C:14]1[CH:19]=[CH:18][CH:17]=[CH:16][CH:15]=1)[C:8]1[CH:13]=[CH:12][CH:11]=[CH:10][CH:9]=1.[CH:35]([N:38](C(C)C)CC)(C)[CH3:36].BrCC(Br)=[O:47]. Given the product [CH2:27]([N:26]1[C@@H:4]([CH2:5][S:6][C:7]([C:14]2[CH:19]=[CH:18][CH:17]=[CH:16][CH:15]=2)([C:20]2[CH:21]=[CH:22][CH:23]=[CH:24][CH:25]=2)[C:8]2[CH:9]=[CH:10][CH:11]=[CH:12][CH:13]=2)[C:3](=[O:34])[NH:38][CH2:35][C:36]1=[O:47])[C:28]1[CH:33]=[CH:32][CH:31]=[CH:30][CH:29]=1, predict the reactants needed to synthesize it. (2) Given the product [Br:53][CH2:54][CH2:55][CH2:56][O:1][C:2]1[CH:3]=[CH:4][C:5]([CH2:6][NH:7][C:8]([C:10]2[CH:11]=[C:12]([CH2:16][CH2:17][NH:18][C:19]([C@:21]34[CH2:47][CH2:46][C@@H:45]([C:48]([CH3:50])=[CH2:49])[CH:22]3[CH:23]3[C@@:36]([CH3:39])([CH2:37][CH2:38]4)[C@@:35]4([CH3:40])[CH:26]([C@:27]5([CH3:44])[CH:32]([CH2:33][CH2:34]4)[C:31]([CH3:41])([CH3:42])[C@@H:30]([OH:43])[CH2:29][CH2:28]5)[CH2:25][CH2:24]3)=[O:20])[CH:13]=[CH:14][CH:15]=2)=[O:9])=[CH:51][CH:52]=1, predict the reactants needed to synthesize it. The reactants are: [OH:1][C:2]1[CH:52]=[CH:51][C:5]([CH2:6][NH:7][C:8]([C:10]2[CH:11]=[C:12]([CH2:16][CH2:17][NH:18][C:19]([C@:21]34[CH2:47][CH2:46][C@@H:45]([C:48]([CH3:50])=[CH2:49])[CH:22]3[CH:23]3[C@@:36]([CH3:39])([CH2:37][CH2:38]4)[C@@:35]4([CH3:40])[CH:26]([C@:27]5([CH3:44])[CH:32]([CH2:33][CH2:34]4)[C:31]([CH3:42])([CH3:41])[C@@H:30]([OH:43])[CH2:29][CH2:28]5)[CH2:25][CH2:24]3)=[O:20])[CH:13]=[CH:14][CH:15]=2)=[O:9])=[CH:4][CH:3]=1.[Br:53][CH2:54][CH2:55][CH2:56]Br.C([O-])([O-])=O.[K+].[K+]. (3) Given the product [C:22]([C:14]1[CH:13]=[C:12]([C:11]([N:10]([CH2:9][C@H:8]([C:5]2[CH:4]=[CH:3][C:2]([F:1])=[CH:7][CH:6]=2)[CH2:28][CH2:29][N:30]2[CH2:33][CH:32]([N:34]3[CH2:39][CH2:38][O:74][CH2:72][CH2:35]3)[CH2:31]2)[CH3:27])=[O:26])[C:17]2[CH2:44][CH2:45][CH2:46][CH2:18][C:16]=2[CH:15]=1)#[N:55], predict the reactants needed to synthesize it. The reactants are: [F:1][C:2]1[CH:7]=[CH:6][C:5]([C@H:8]([CH2:28][CH2:29][N:30]2[CH2:33][CH:32]([N:34]3[CH2:39][CH2:38]C(F)C[CH2:35]3)[CH2:31]2)[CH2:9][N:10]([CH3:27])[C:11](=[O:26])[C:12]2[CH:17]=[C:16]([C:18](F)(F)F)[CH:15]=[C:14]([C:22](F)(F)F)[CH:13]=2)=[CH:4][CH:3]=1.Cl.Cl.N1[CH2:46][CH:45](N2CCOCC2)[CH2:44]1.CC[N:55](C(C)C)C(C)C.C(O[BH-](O[C:72](=[O:74])C)OC(=O)C)(=O)C.[Na+]. (4) Given the product [CH3:15][CH:14]([CH3:16])[CH2:13][C@@H:9]([NH:8][C:6](=[O:7])[O:5][C:1]([CH3:2])([CH3:3])[CH3:4])[C:10](=[O:12])[N:31]1[CH2:30][CH2:29][CH2:28][CH2:26]1, predict the reactants needed to synthesize it. The reactants are: [C:1]([O:5][C:6]([NH:8][C@H:9]([CH2:13][CH:14]([CH3:16])[CH3:15])[C:10]([OH:12])=O)=[O:7])([CH3:4])([CH3:3])[CH3:2].CN(C(ON1N=NC2[CH:28]=[CH:29][CH:30]=[N:31][C:26]1=2)=[N+](C)C)C.F[P-](F)(F)(F)(F)F.N1CCCC1.CCN(CC)CC. (5) Given the product [Br:1][C:2]1[CH:10]=[C:9]2[C:5](=[CH:4][C:3]=1[F:19])[CH2:6][C:7]1([CH2:16][CH2:15][CH:14]([O:17][CH3:18])[CH2:13][CH2:12]1)[C:8]2=[N:26][S:24]([C:21]([CH3:23])([CH3:22])[CH3:20])=[O:25], predict the reactants needed to synthesize it. The reactants are: [Br:1][C:2]1[CH:10]=[C:9]2[C:5]([CH2:6][C:7]3([CH2:16][CH2:15][CH:14]([O:17][CH3:18])[CH2:13][CH2:12]3)[C:8]2=O)=[CH:4][C:3]=1[F:19].[CH3:20][C:21]([S:24]([NH2:26])=[O:25])([CH3:23])[CH3:22].O. (6) Given the product [CH2:1]([O:8][C:9]1[CH:10]=[C:11]([C:15]([OH:25])([C:19]2[CH:20]=[CH:21][CH:22]=[CH:23][CH:24]=2)[C:16]([O:18][CH2:43][CH:44]2[CH2:49][CH2:48][N:47]([C:50]([O:52][C:53]([CH3:54])([CH3:56])[CH3:55])=[O:51])[CH2:46][CH2:45]2)=[O:17])[CH:12]=[CH:13][CH:14]=1)[C:2]1[CH:3]=[CH:4][CH:5]=[CH:6][CH:7]=1, predict the reactants needed to synthesize it. The reactants are: [CH2:1]([O:8][C:9]1[CH:10]=[C:11]([C:15]([OH:25])([C:19]2[CH:24]=[CH:23][CH:22]=[CH:21][CH:20]=2)[C:16]([OH:18])=[O:17])[CH:12]=[CH:13][CH:14]=1)[C:2]1[CH:7]=[CH:6][CH:5]=[CH:4][CH:3]=1.C(=O)([O-])[O-].[K+].[K+].S(O[CH2:43][CH:44]1[CH2:49][CH2:48][N:47]([C:50]([O:52][C:53]([CH3:56])([CH3:55])[CH3:54])=[O:51])[CH2:46][CH2:45]1)(C1C=CC(C)=CC=1)(=O)=O.